Dataset: NCI-60 drug combinations with 297,098 pairs across 59 cell lines. Task: Regression. Given two drug SMILES strings and cell line genomic features, predict the synergy score measuring deviation from expected non-interaction effect. (1) Drug 1: C1=C(C(=O)NC(=O)N1)N(CCCl)CCCl. Drug 2: CC1C(C(=O)NC(C(=O)N2CCCC2C(=O)N(CC(=O)N(C(C(=O)O1)C(C)C)C)C)C(C)C)NC(=O)C3=C4C(=C(C=C3)C)OC5=C(C(=O)C(=C(C5=N4)C(=O)NC6C(OC(=O)C(N(C(=O)CN(C(=O)C7CCCN7C(=O)C(NC6=O)C(C)C)C)C)C(C)C)C)N)C. Cell line: KM12. Synergy scores: CSS=10.5, Synergy_ZIP=1.19, Synergy_Bliss=2.00, Synergy_Loewe=2.62, Synergy_HSA=2.38. (2) Drug 1: C1=C(C(=O)NC(=O)N1)F. Drug 2: CC1=C(C(CCC1)(C)C)C=CC(=CC=CC(=CC(=O)O)C)C. Cell line: SF-268. Synergy scores: CSS=28.2, Synergy_ZIP=10.3, Synergy_Bliss=12.7, Synergy_Loewe=6.69, Synergy_HSA=7.32.